Task: Predict the reactants needed to synthesize the given product.. Dataset: Full USPTO retrosynthesis dataset with 1.9M reactions from patents (1976-2016) (1) Given the product [CH:1]1([CH2:4][N:5]([CH3:28])[C:6]2[CH:11]=[CH:10][C:9]([S:12]([CH3:15])(=[O:14])=[O:13])=[CH:8][C:7]=2[C:16]2[C:24]3[CH:23]=[CH:22][NH:21][C:20](=[O:25])[C:19]=3[N:18]([CH3:27])[CH:17]=2)[CH2:3][CH2:2]1, predict the reactants needed to synthesize it. The reactants are: [CH:1]1([CH2:4][N:5]([CH3:28])[C:6]2[CH:11]=[CH:10][C:9]([S:12]([CH3:15])(=[O:14])=[O:13])=[CH:8][C:7]=2[C:16]2[C:24]3[C:19](=[C:20]([O:25]C)[N:21]=[CH:22][CH:23]=3)[N:18]([CH3:27])[CH:17]=2)[CH2:3][CH2:2]1.Cl.O1CCOCC1. (2) Given the product [F:1][C:2]1[CH:9]=[C:8]([CH2:10][CH:11]=[O:12])[CH:7]=[C:6]([O:13][CH3:14])[C:3]=1[C:4]#[N:5], predict the reactants needed to synthesize it. The reactants are: [F:1][C:2]1[CH:9]=[C:8]([CH2:10][CH2:11][OH:12])[CH:7]=[C:6]([O:13][CH3:14])[C:3]=1[C:4]#[N:5].CC(OI1(OC(C)=O)(OC(C)=O)OC(=O)C2C=CC=CC1=2)=O. (3) Given the product [F:1][C:2]1[CH:3]=[C:4]([N:8]2[C:12]3[CH:13]=[CH:14][C:15]([CH2:17][N:18]4[CH2:19][CH2:20][CH2:21][CH2:22][CH2:23]4)=[CH:16][C:11]=3[N:10]=[C:9]2[NH:24][C:54](=[O:55])[C:53]2[CH:57]=[CH:58][CH:59]=[C:51]([C:50]([F:49])([F:60])[F:61])[CH:52]=2)[CH:5]=[CH:6][CH:7]=1, predict the reactants needed to synthesize it. The reactants are: [F:1][C:2]1[CH:3]=[C:4]([N:8]2[C:12]3[CH:13]=[CH:14][C:15]([CH2:17][N:18]4[CH2:23][CH2:22][CH2:21][CH2:20][CH2:19]4)=[CH:16][C:11]=3[N:10]=[C:9]2[NH2:24])[CH:5]=[CH:6][CH:7]=1.F[P-](F)(F)(F)(F)F.N1(OC(N(C)C)=[N+](C)C)C2C=CC=CC=2N=N1.[F:49][C:50]([F:61])([F:60])[C:51]1[CH:52]=[C:53]([CH:57]=[CH:58][CH:59]=1)[C:54](O)=[O:55].O.ON1C2C=CC=CC=2N=N1.CN1CCOCC1. (4) The reactants are: C([O:8][C:9]1[N:14]=[CH:13][C:12]([CH2:15][N:16]2[CH:20]=[C:19]([C:21]3[CH:22]=[C:23]([NH:28][C:29]4[N:34]=[C:33]([CH:35]([F:37])[F:36])[CH:32]=[CH:31][N:30]=4)[CH:24]=[C:25]([CH3:27])[CH:26]=3)[N:18]=[N:17]2)=[CH:11][CH:10]=1)C1C=CC=CC=1. Given the product [F:37][CH:35]([F:36])[C:33]1[CH:32]=[CH:31][N:30]=[C:29]([NH:28][C:23]2[CH:22]=[C:21]([C:19]3[N:18]=[N:17][N:16]([CH2:15][C:12]4[CH:13]=[N:14][C:9](=[O:8])[CH2:10][CH:11]=4)[CH:20]=3)[CH:26]=[C:25]([CH3:27])[CH:24]=2)[N:34]=1, predict the reactants needed to synthesize it. (5) Given the product [CH3:1][O:2][C:3]1[C:8]([C:9]2[C:22]3[C:17](=[CH:18][C:19]([O:25][CH2:26][CH3:27])=[C:20]([O:23][CH3:24])[CH:21]=3)[CH:16]3[CH:11]([CH2:12][CH2:13][CH:14]([OH:28])[CH2:15]3)[N:10]=2)=[CH:7][CH:6]=[C:5]([O:32][CH3:33])[N:4]=1, predict the reactants needed to synthesize it. The reactants are: [CH3:1][O:2][C:3]1[C:8]([C:9]2[C:22]3[C:17](=[CH:18][C:19]([O:25][CH2:26][CH3:27])=[C:20]([O:23][CH3:24])[CH:21]=3)[CH:16]3[CH:11]([CH2:12][CH2:13][CH:14]([O:28]C(=O)C)[CH2:15]3)[N:10]=2)=[CH:7][CH:6]=[C:5]([O:32][CH3:33])[N:4]=1.CO.C(=O)([O-])[O-].[Cs+].[Cs+]. (6) Given the product [Cl:21][C:22]1[CH:23]=[C:24]([N:28]2[CH2:33][CH2:32][N:31]([C:12]([C:8]3[N:9]=[CH:10][O:11][C:7]=3[C:1]3[CH:2]=[CH:3][CH:4]=[CH:5][CH:6]=3)=[O:14])[CH2:30][CH2:29]2)[CH:25]=[CH:26][CH:27]=1, predict the reactants needed to synthesize it. The reactants are: [C:1]1([C:7]2[O:11][CH:10]=[N:9][C:8]=2[C:12]([OH:14])=O)[CH:6]=[CH:5][CH:4]=[CH:3][CH:2]=1.C(Cl)(=O)C(Cl)=O.[Cl:21][C:22]1[CH:23]=[C:24]([N:28]2[CH2:33][CH2:32][NH:31][CH2:30][CH2:29]2)[CH:25]=[CH:26][CH:27]=1.C(N(CC)CC)C. (7) Given the product [CH3:19][N:20](/[CH:22]=[C:10]1/[C:11](=[O:12])[C:5]2[CH:4]=[CH:3][CH:2]=[N:1][C:6]=2[NH:7][C:8]2[CH:16]=[N:15][CH:14]=[CH:13][C:9]/1=2)[CH3:21], predict the reactants needed to synthesize it. The reactants are: [N:1]1[C:6]2[NH:7][C:8]3[CH:16]=[N:15][CH:14]=[CH:13][C:9]=3[CH2:10][C:11](=[O:12])[C:5]=2[CH:4]=[CH:3][CH:2]=1.CO[CH:19](OC)[N:20]([CH3:22])[CH3:21].